Dataset: Reaction yield outcomes from USPTO patents with 853,638 reactions. Task: Predict the reaction yield, written as a fraction of the theoretical maximum amount of product (1.0 means a 100% yield; for example, 0.34 means a 34% yield). (1) The reactants are C([Li])CCC.Br[C:7]1[CH:12]=[CH:11][C:10]([S:13]([N:16]2[CH2:20][CH2:19][CH2:18][CH2:17]2)(=[O:15])=[O:14])=[CH:9][CH:8]=1.[B:21](OC(C)C)([O:26]C(C)C)[O:22]C(C)C. The catalyst is O1CCCC1. The product is [N:16]1([S:13]([C:10]2[CH:11]=[CH:12][C:7]([B:21]([OH:26])[OH:22])=[CH:8][CH:9]=2)(=[O:15])=[O:14])[CH2:20][CH2:19][CH2:18][CH2:17]1. The yield is 0.700. (2) The reactants are [Cl:1][C:2]1[C:3]([O:12][C:13]2[CH:18]=[C:17]([O:19][CH2:20][CH2:21][O:22][CH3:23])[CH:16]=[CH:15][C:14]=2[CH2:24][CH2:25][C:26]([OH:28])=O)=[N:4][CH:5]=[C:6]([C:8]([F:11])([F:10])[F:9])[CH:7]=1.[S:29]([NH2:33])([NH2:32])(=[O:31])=[O:30].N12CCCN=C1CCCCC2.Cl. The catalyst is O1CCCC1.C(OCC)(=O)C. The product is [NH2:32][S:29]([NH:33][C:26](=[O:28])[CH2:25][CH2:24][C:14]1[CH:15]=[CH:16][C:17]([O:19][CH2:20][CH2:21][O:22][CH3:23])=[CH:18][C:13]=1[O:12][C:3]1[C:2]([Cl:1])=[CH:7][C:6]([C:8]([F:10])([F:11])[F:9])=[CH:5][N:4]=1)(=[O:31])=[O:30]. The yield is 0.810.